Dataset: Full USPTO retrosynthesis dataset with 1.9M reactions from patents (1976-2016). Task: Predict the reactants needed to synthesize the given product. (1) Given the product [NH2:12][C:13]1[CH:14]=[C:15]([NH:16][S:17]([C:20]2[C:21](=[O:22])[O:11][C:6]3[C:7]([CH:8]=2)=[CH:10][C:3]([O:2][CH3:1])=[CH:4][CH:5]=3)(=[O:19])=[O:18])[CH:24]=[CH:25][C:26]=1[F:27], predict the reactants needed to synthesize it. The reactants are: [CH3:1][O:2][C:3]1[CH:10]=[C:7]([CH:8]=O)[C:6]([OH:11])=[CH:5][CH:4]=1.[NH2:12][C:13]1[CH:14]=[C:15]([CH:24]=[CH:25][C:26]=1[F:27])[NH:16][S:17]([CH2:20][C:21](O)=[O:22])(=[O:19])=[O:18]. (2) Given the product [NH2:9][C:6]1[C:5]([C:12]2[CH:17]=[CH:16][CH:15]=[C:14]([F:18])[CH:13]=2)=[C:4]([C:19](=[O:21])[CH3:20])[CH:3]=[C:2]([Cl:1])[C:7]=1[CH3:8], predict the reactants needed to synthesize it. The reactants are: [Cl:1][C:2]1[C:7]([CH3:8])=[C:6]([N+:9]([O-])=O)[C:5]([C:12]2[CH:17]=[CH:16][CH:15]=[C:14]([F:18])[CH:13]=2)=[C:4]([C:19](=[O:21])[CH3:20])[CH:3]=1.[H][H]. (3) Given the product [F:23][C:24]1[CH:32]=[CH:31][C:27]([C:28]([N:11]([C@@H:4]([C@H:3]([O:2][CH3:1])[CH3:13])[CH2:5][N:6]2[CH2:10][CH2:9][CH2:8][CH2:7]2)[CH3:12])=[O:29])=[CH:26][C:25]=1[CH3:33], predict the reactants needed to synthesize it. The reactants are: [CH3:1][O:2][C@H:3]([CH3:13])[C@H:4]([NH:11][CH3:12])[CH2:5][N:6]1[CH2:10][CH2:9][CH2:8][CH2:7]1.CCN(C(C)C)C(C)C.[F:23][C:24]1[CH:32]=[CH:31][C:27]([C:28](Cl)=[O:29])=[CH:26][C:25]=1[CH3:33]. (4) Given the product [ClH:2].[Cl:2][C:3]1[CH:11]=[CH:10][CH:9]=[C:5]2[C:4]=1[NH:8][CH:7]=[C:6]2[CH:12]1[CH2:13][CH2:14][N:15]([CH2:51][CH2:52][C:53]([N:55]2[CH2:56][CH2:57][C:58]3[C:59](=[CH:60][CH:61]=[CH:62][CH:63]=3)[CH2:64]2)=[O:54])[CH2:16][CH2:17]1, predict the reactants needed to synthesize it. The reactants are: Cl.[Cl:2][C:3]1[CH:4]=[C:5]2[C:9](=[CH:10][CH:11]=1)[NH:8][CH:7]=[C:6]2[CH:12]1[CH2:17][CH2:16][N:15](CCCC(N2C3C(=CC=CC=3)CCC2)=O)[CH2:14][CH2:13]1.ClC1C=C2C(=CC=1)NC=C2C1CCNCC1.ClC[CH2:51][CH2:52][C:53]([N:55]1[C:64]2[C:59](=[CH:60][CH:61]=[CH:62][CH:63]=2)[CH2:58][CH2:57][CH2:56]1)=[O:54]. (5) Given the product [C:14]([Si:1]([O:18][CH2:19][C@@H:20]1[CH2:21][CH2:22][C@H:23]([C:24]2[CH:29]=[CH:28][C:27]([Cl:30])=[CH:26][C:25]=2[O:31][CH3:32])[O:33]1)([C:8]1[CH:9]=[CH:10][CH:11]=[CH:12][CH:13]=1)[C:2]1[CH:7]=[CH:6][CH:5]=[CH:4][CH:3]=1)([CH3:15])([CH3:16])[CH3:17], predict the reactants needed to synthesize it. The reactants are: [Si:1]([O:18][CH2:19][C@@H:20]([OH:33])[CH2:21][C:22]#[C:23][C:24]1[CH:29]=[CH:28][C:27]([Cl:30])=[CH:26][C:25]=1[O:31][CH3:32])([C:14]([CH3:17])([CH3:16])[CH3:15])([C:8]1[CH:13]=[CH:12][CH:11]=[CH:10][CH:9]=1)[C:2]1[CH:7]=[CH:6][CH:5]=[CH:4][CH:3]=1.C([Si](OC[C@@H]1CO1)(C1C=CC=CC=1)C1C=CC=CC=1)(C)(C)C.ClC1C=CC(C#C)=C(OC)C=1.C([Li])CCC.B(F)(F)F.CCOCC. (6) Given the product [N:5]([C:4]1[CH:6]=[C:7]([CH3:16])[C:8]([O:10][CH2:11][C:12]([F:13])([F:14])[F:15])=[CH:9][C:3]=1[O:2][CH3:1])=[C:17]=[O:18], predict the reactants needed to synthesize it. The reactants are: [CH3:1][O:2][C:3]1[CH:9]=[C:8]([O:10][CH2:11][C:12]([F:15])([F:14])[F:13])[C:7]([CH3:16])=[CH:6][C:4]=1[NH2:5].[C:17](Cl)(Cl)=[O:18].